Dataset: Forward reaction prediction with 1.9M reactions from USPTO patents (1976-2016). Task: Predict the product of the given reaction. (1) Given the reactants [F:1][C:2]1[CH:3]=[CH:4][CH:5]=[C:6]2[C:11]=1[S:10][CH2:9][CH:8]([C:12]([O:14]C)=O)[C:7]2=O.[NH:17]([C:19]1[CH:27]=[CH:26][C:22]([C:23]([OH:25])=[O:24])=[CH:21][CH:20]=1)[NH2:18].C(O)(=O)C, predict the reaction product. The product is: [F:1][C:2]1[C:11]2[S:10][CH:9]=[C:8]3[C:12](=[O:14])[N:17]([C:19]4[CH:20]=[CH:21][C:22]([C:23]([OH:25])=[O:24])=[CH:26][CH:27]=4)[N:18]=[C:7]3[C:6]=2[CH:5]=[CH:4][CH:3]=1. (2) Given the reactants CO[C:3](=[O:30])[CH2:4][CH2:5][C:6]1[CH:10]=[C:9]([C:11]2[CH:12]=[N:13][CH:14]=[C:15]([O:17][CH2:18][C@@H:19]3[CH2:22][CH2:21][N:20]3[C:23]([O:25][C:26]([CH3:29])([CH3:28])[CH3:27])=[O:24])[CH:16]=2)[O:8][N:7]=1.[CH3:31][NH2:32].O, predict the reaction product. The product is: [CH3:31][NH:32][C:3](=[O:30])[CH2:4][CH2:5][C:6]1[CH:10]=[C:9]([C:11]2[CH:12]=[N:13][CH:14]=[C:15]([O:17][CH2:18][C@@H:19]3[CH2:22][CH2:21][N:20]3[C:23]([O:25][C:26]([CH3:28])([CH3:27])[CH3:29])=[O:24])[CH:16]=2)[O:8][N:7]=1. (3) Given the reactants [CH:1]([C:3]1[CH:4]=[C:5]([CH:15]=[CH:16][CH:17]=1)[O:6][C:7]([CH3:14])([CH3:13])[C:8]([O:10]CC)=[O:9])=[O:2].[OH-].[Na+], predict the reaction product. The product is: [CH:1]([C:3]1[CH:4]=[C:5]([CH:15]=[CH:16][CH:17]=1)[O:6][C:7]([CH3:14])([CH3:13])[C:8]([OH:10])=[O:9])=[O:2]. (4) Given the reactants Cl.[CH3:2][C:3]1[C:11]2[C:10](=[O:12])[NH:9][C:8]([CH:13]3[CH2:18][CH2:17][NH:16][CH2:15][CH2:14]3)=[N:7][C:6]=2[N:5]([C:19]2[CH:24]=[CH:23][CH:22]=[CH:21][CH:20]=2)[N:4]=1.O=[C:26]1[CH2:31][CH2:30][N:29]([C:32]([O:34][C:35]([CH3:38])([CH3:37])[CH3:36])=[O:33])[CH2:28][CH2:27]1.[BH3-]C#N.[Na+], predict the reaction product. The product is: [CH3:2][C:3]1[C:11]2[C:10](=[O:12])[NH:9][C:8]([CH:13]3[CH2:14][CH2:15][N:16]([CH:26]4[CH2:31][CH2:30][N:29]([C:32]([O:34][C:35]([CH3:38])([CH3:37])[CH3:36])=[O:33])[CH2:28][CH2:27]4)[CH2:17][CH2:18]3)=[N:7][C:6]=2[N:5]([C:19]2[CH:24]=[CH:23][CH:22]=[CH:21][CH:20]=2)[N:4]=1. (5) The product is: [CH3:1][O:2][C:3]([C:5]1[S:6][C:7]([C:20](=[O:24])[CH:21]([CH3:23])[CH3:22])=[CH:8][C:9]=1[NH:10][C:11](=[O:16])[C:12]([F:13])([F:14])[F:15])=[O:4]. Given the reactants [CH3:1][O:2][C:3]([C:5]1[S:6][CH:7]=[CH:8][C:9]=1[NH:10][C:11](=[O:16])[C:12]([F:15])([F:14])[F:13])=[O:4].CON(C)[C:20](=[O:24])[CH:21]([CH3:23])[CH3:22], predict the reaction product. (6) Given the reactants [CH2:1]([NH:4][C:5](=[O:11])[O:6][C:7]([CH3:10])([CH3:9])[CH3:8])[CH:2]=[CH2:3].[CH2:12]=[CH:13][CH2:14][CH2:15][CH2:16][CH2:17][CH2:18][CH2:19][CH2:20][CH2:21][CH2:22][CH2:23][CH2:24][CH2:25]CC, predict the reaction product. The product is: [CH2:1]([NH:4][C:5](=[O:11])[O:6][C:7]([CH3:10])([CH3:9])[CH3:8])/[CH:2]=[CH:3]\[CH2:25][CH2:24][CH2:23][CH2:22][CH2:21][CH2:20][CH2:19][CH2:18][CH2:17][CH2:16][CH2:15][CH2:14][CH2:13][CH3:12]. (7) Given the reactants [Si:1]([O:8][C@@H:9]([CH2:23][CH2:24][C:25]1[CH:30]=[CH:29][CH:28]=[CH:27][CH:26]=1)/[CH:10]=[CH:11]/[C@@H:12]1[C@@H:19]2[C@@H:15]([O:16][CH:17]([O:20]C)[CH2:18]2)[CH2:14][C@H:13]1[OH:22])(C(C)(C)C)(C)C, predict the reaction product. The product is: [OH:8][C@@H:9]([CH2:23][CH2:24][C:25]1[CH:26]=[CH:27][CH:28]=[CH:29][CH:30]=1)/[CH:10]=[CH:11]/[C@@H:12]1[C@@H:19]2[C@@H:15]([O:16][CH:17]([OH:20])[CH2:18]2)[CH2:14][C@H:13]1[OH:22].[SiH3:1][OH:8]. (8) Given the reactants FC(F)(F)C(O)=O.C([SiH](CC)CC)C.[CH2:15]([O:17][C:18](=[O:55])[C:19]([O:47][C:48]1[CH:53]=[CH:52][CH:51]=[CH:50][C:49]=1[F:54])([CH3:46])[CH2:20][C:21]1[CH:26]=[CH:25][C:24]([O:27][CH2:28][CH2:29][CH:30]2[CH2:34][N:33](CC3C=CC(OC)=CC=3)[C:32](=[O:44])[N:31]2[CH3:45])=[CH:23][CH:22]=1)[CH3:16], predict the reaction product. The product is: [CH2:15]([O:17][C:18](=[O:55])[C:19]([O:47][C:48]1[CH:53]=[CH:52][CH:51]=[CH:50][C:49]=1[F:54])([CH3:46])[CH2:20][C:21]1[CH:26]=[CH:25][C:24]([O:27][CH2:28][CH2:29][CH:30]2[CH2:34][NH:33][C:32](=[O:44])[N:31]2[CH3:45])=[CH:23][CH:22]=1)[CH3:16]. (9) Given the reactants [F:1][C:2]([F:23])([F:22])[C:3]1[CH:4]=[CH:5][C:6]2[N:10]=[C:9]([C:11]3[C:16]4[O:17][CH2:18][CH2:19][NH:20][C:15]=4[CH:14]=[CH:13][CH:12]=3)[NH:8][C:7]=2[CH:21]=1.Cl[C:25]1[C:30]([Cl:31])=[CH:29][C:28]([Cl:32])=[CH:27][N:26]=1.ClC1C(Cl)=CC=CN=1, predict the reaction product. The product is: [Cl:31][C:30]1[C:25]([N:20]2[C:15]3[CH:14]=[CH:13][CH:12]=[C:11]([C:9]4[NH:8][C:7]5[CH:21]=[C:3]([C:2]([F:22])([F:1])[F:23])[CH:4]=[CH:5][C:6]=5[N:10]=4)[C:16]=3[O:17][CH2:18][CH2:19]2)=[N:26][CH:27]=[C:28]([Cl:32])[CH:29]=1. (10) Given the reactants [CH2:1]([O:3][C:4](=[O:17])[C@H:5]([CH2:7][C:8]1[C:16]2[C:11](=[CH:12][CH:13]=[CH:14][CH:15]=2)[NH:10][CH:9]=1)[NH2:6])[CH3:2].[CH3:18][N:19]([CH3:28])[C:20]1[CH:27]=[CH:26][C:23]([CH:24]=O)=[CH:22][CH:21]=1, predict the reaction product. The product is: [CH3:18][N:19]([CH3:28])[C:20]1[CH:27]=[CH:26][C:23]([CH:24]2[C:9]3[NH:10][C:11]4[C:16]([C:8]=3[CH2:7][CH:5]([C:4]([O:3][CH2:1][CH3:2])=[O:17])[NH:6]2)=[CH:15][CH:14]=[CH:13][CH:12]=4)=[CH:22][CH:21]=1.